From a dataset of Peptide-MHC class I binding affinity with 185,985 pairs from IEDB/IMGT. Regression. Given a peptide amino acid sequence and an MHC pseudo amino acid sequence, predict their binding affinity value. This is MHC class I binding data. (1) The peptide sequence is NFWTDVTP. The MHC is HLA-B27:05 with pseudo-sequence HLA-B27:05. The binding affinity (normalized) is 0. (2) The peptide sequence is VRQMEGEGVL. The MHC is HLA-B08:01 with pseudo-sequence HLA-B08:01. The binding affinity (normalized) is 0.312. (3) The peptide sequence is RMMETWHPL. The MHC is HLA-B15:01 with pseudo-sequence HLA-B15:01. The binding affinity (normalized) is 0.750.